This data is from Full USPTO retrosynthesis dataset with 1.9M reactions from patents (1976-2016). The task is: Predict the reactants needed to synthesize the given product. (1) The reactants are: [Cl:1][C:2]1[CH:24]=[C:23]([Cl:25])[CH:22]=[CH:21][C:3]=1[C:4]([C:6]1[C:7]([CH3:20])=[CH:8][N:9]2[C:14]=1[CH:13]=[C:12]([C:15]([O:17][CH2:18][CH3:19])=[O:16])[CH:11]=[CH:10]2)=O. Given the product [Cl:1][C:2]1[CH:24]=[C:23]([Cl:25])[CH:22]=[CH:21][C:3]=1[CH2:4][C:6]1[C:7]([CH3:20])=[CH:8][N:9]2[C:14]=1[CH:13]=[C:12]([C:15]([O:17][CH2:18][CH3:19])=[O:16])[CH:11]=[CH:10]2, predict the reactants needed to synthesize it. (2) The reactants are: Cl.[NH2:2]O.C(=O)(O)[O-].[Na+].O.ClC1C=C([C:17]2[N:25]=[C:24]([C:26]#[N:27])[N:23]=[C:22]3[C:18]=2[N:19]([CH2:36][C@H:37]2[CH2:42][CH2:41][C@H:40]([CH3:43])[CH2:39][CH2:38]2)[C:20](C(O)C2C=CC=CC=2)=[N:21]3)C=CC=1. Given the product [CH3:43][C@H:40]1[CH2:41][CH2:42][C@H:37]([CH2:36][N:19]2[C:18]3[C:22](=[N:23][C:24]([C:26](=[NH:27])[NH2:2])=[N:25][CH:17]=3)[N:21]=[CH:20]2)[CH2:38][CH2:39]1, predict the reactants needed to synthesize it. (3) Given the product [CH3:13][O:12][C:9]1[N:10]=[C:11]2[C:6](=[CH:7][CH:8]=1)[N:5]=[CH:4][C:3]([C:14]([O:16][CH3:17])=[O:15])=[CH:2]2, predict the reactants needed to synthesize it. The reactants are: Br[C:2]1[C:11]2[C:6](=[CH:7][CH:8]=[C:9]([O:12][CH3:13])[N:10]=2)[N:5]=[CH:4][C:3]=1[C:14]([O:16][CH3:17])=[O:15].C([O-])(O)=O.[Na+].[H][H]. (4) Given the product [F:22][C:23]1[CH:24]=[C:25]([C:2]2[CH:3]=[N:4][CH:5]=[C:6]([N:8]3[CH2:14][CH2:13][CH2:12][N:11]([CH3:15])[CH2:10][CH2:9]3)[N:7]=2)[CH:26]=[CH:27][C:28]=1[CH:29]=[O:30], predict the reactants needed to synthesize it. The reactants are: Cl[C:2]1[N:7]=[C:6]([N:8]2[CH2:14][CH2:13][CH2:12][N:11]([CH3:15])[CH2:10][CH2:9]2)[CH:5]=[N:4][CH:3]=1.C([O-])([O-])=O.[Cs+].[Cs+].[F:22][C:23]1[CH:24]=[C:25](B(O)O)[CH:26]=[CH:27][C:28]=1[CH:29]=[O:30]. (5) Given the product [CH3:19][C@@:7]1([CH2:14][CH2:15][CH:16]([CH3:18])[CH3:17])[C:8]2[C:13](=[CH:12][CH:11]=[CH:10][CH:9]=2)[C:4]([O-:3])=[C:5]([C:21]2[NH:26][C:25]3[CH:27]=[CH:28][C:29]([NH:31][S:32]([CH3:35])(=[O:34])=[O:33])=[CH:30][C:24]=3[S:23](=[O:37])(=[O:36])[N:22]=2)[C:6]1=[O:20].[Na+:2], predict the reactants needed to synthesize it. The reactants are: [OH-].[Na+:2].[OH:3][C:4]1[C:13]2[C:8](=[CH:9][CH:10]=[CH:11][CH:12]=2)[C@@:7]([CH3:19])([CH2:14][CH2:15][CH:16]([CH3:18])[CH3:17])[C:6](=[O:20])[C:5]=1[C:21]1[NH:26][C:25]2[CH:27]=[CH:28][C:29]([NH:31][S:32]([CH3:35])(=[O:34])=[O:33])=[CH:30][C:24]=2[S:23](=[O:37])(=[O:36])[N:22]=1.